This data is from NCI-60 drug combinations with 297,098 pairs across 59 cell lines. The task is: Regression. Given two drug SMILES strings and cell line genomic features, predict the synergy score measuring deviation from expected non-interaction effect. (1) Drug 2: C1CCC(CC1)NC(=O)N(CCCl)N=O. Drug 1: CC1OCC2C(O1)C(C(C(O2)OC3C4COC(=O)C4C(C5=CC6=C(C=C35)OCO6)C7=CC(=C(C(=C7)OC)O)OC)O)O. Cell line: HCC-2998. Synergy scores: CSS=11.5, Synergy_ZIP=-3.22, Synergy_Bliss=-2.06, Synergy_Loewe=-4.38, Synergy_HSA=-1.60. (2) Drug 1: CN(CCCl)CCCl.Cl. Drug 2: CC1CCCC2(C(O2)CC(NC(=O)CC(C(C(=O)C(C1O)C)(C)C)O)C(=CC3=CSC(=N3)C)C)C. Cell line: TK-10. Synergy scores: CSS=36.7, Synergy_ZIP=-7.25, Synergy_Bliss=-8.01, Synergy_Loewe=-10.9, Synergy_HSA=-3.46.